Task: Predict the reactants needed to synthesize the given product.. Dataset: Full USPTO retrosynthesis dataset with 1.9M reactions from patents (1976-2016) Given the product [O:1]=[C:2]1[O:8][C:7]2[CH:9]=[CH:10][CH:11]=[CH:12][C:6]=2[O:5][C:4]2[C:13]([CH:17]=[O:18])=[CH:14][CH:15]=[CH:16][C:3]1=2, predict the reactants needed to synthesize it. The reactants are: [O:1]=[C:2]1[O:8][C:7]2[CH:9]=[CH:10][CH:11]=[CH:12][C:6]=2[O:5][C:4]2[C:13]([C:17](O)=[O:18])=[CH:14][CH:15]=[CH:16][C:3]1=2.[Cr](Cl)([O-])(=O)=O.[NH+]1C=CC=CC=1.